Dataset: Full USPTO retrosynthesis dataset with 1.9M reactions from patents (1976-2016). Task: Predict the reactants needed to synthesize the given product. Given the product [Br:1][CH2:2][CH2:3][CH2:4][CH2:5][CH2:6][C:7]([CH3:19])([C:13]1[CH:14]=[CH:15][CH:16]=[CH:17][CH:18]=1)[CH2:8][OH:9], predict the reactants needed to synthesize it. The reactants are: [Br:1][CH2:2][CH2:3][CH2:4][CH2:5][CH2:6][C:7]([CH3:19])([C:13]1[CH:18]=[CH:17][CH:16]=[CH:15][CH:14]=1)[C:8](OCC)=[O:9].[Li+].[BH4-].CO.